Dataset: Catalyst prediction with 721,799 reactions and 888 catalyst types from USPTO. Task: Predict which catalyst facilitates the given reaction. (1) Reactant: [F:1][C:2]1[CH:7]=[C:6]([CH:8]=O)[CH:5]=[C:4]([F:10])[C:3]=1[C:11]1[N:16]=[C:15]([C:17]([O:19][CH3:20])=[O:18])[CH:14]=[CH:13][C:12]=1[F:21].[NH2:22][CH2:23][CH2:24][CH2:25][C:26]([O:28]C)=O.[BH4-].[Na+]. Product: [F:1][C:2]1[CH:7]=[C:6]([CH2:8][N:22]2[CH2:23][CH2:24][CH2:25][C:26]2=[O:28])[CH:5]=[C:4]([F:10])[C:3]=1[C:11]1[N:16]=[C:15]([C:17]([O:19][CH3:20])=[O:18])[CH:14]=[CH:13][C:12]=1[F:21]. The catalyst class is: 24. (2) Reactant: F[C:2]1[CH:9]=[C:8]([F:10])[CH:7]=[CH:6][C:3]=1[C:4]#[N:5].[NH2:11][CH:12]1[CH2:17][CH2:16][O:15][CH2:14][CH2:13]1.CCN(C(C)C)C(C)C.[NH4+].[Cl-]. Product: [F:10][C:8]1[CH:7]=[CH:6][C:3]([C:4]#[N:5])=[C:2]([NH:11][CH:12]2[CH2:17][CH2:16][O:15][CH2:14][CH2:13]2)[CH:9]=1. The catalyst class is: 16. (3) Reactant: Cl[C:2](OC1C=CC([N+]([O-])=O)=CC=1)=[O:3].[CH2:14]([O:21][C:22]1[C:27]([CH3:28])=[CH:26][C:25]([CH2:29][C@@H:30]([OH:35])[C:31]([O:33][CH3:34])=[O:32])=[CH:24][C:23]=1[CH3:36])[C:15]1[CH:20]=[CH:19][CH:18]=[CH:17][CH:16]=1.[NH:37]1[CH2:42][CH2:41][CH:40]([N:43]2[C:47]3[CH:48]=[N:49][C:50]4[CH:51]=[CH:52][CH:53]=[CH:54][C:55]=4[C:46]=3[NH:45][C:44]2=[O:56])[CH2:39][CH2:38]1. Product: [O:56]=[C:44]1[N:43]([CH:40]2[CH2:39][CH2:38][N:37]([C:2]([O:35][C@@H:30]([C:31]([O:33][CH3:34])=[O:32])[CH2:29][C:25]3[CH:24]=[C:23]([CH3:36])[C:22]([O:21][CH2:14][C:15]4[CH:20]=[CH:19][CH:18]=[CH:17][CH:16]=4)=[C:27]([CH3:28])[CH:26]=3)=[O:3])[CH2:42][CH2:41]2)[C:47]2[CH:48]=[N:49][C:50]3[CH:51]=[CH:52][CH:53]=[CH:54][C:55]=3[C:46]=2[NH:45]1. The catalyst class is: 341. (4) Reactant: [Cl:1][C:2]1[CH:14]=[C:13]([Cl:15])[C:12]([O:16][C:17]2[N:21]([CH3:22])[N:20]=[C:19]([CH3:23])[C:18]=2/[CH:24]=[N:25]/[OH:26])=[CH:11][C:3]=1[O:4][C@@H:5]([CH3:10])[C:6]([O:8][CH3:9])=[O:7].[H-].[Na+].Br[CH2:30][C:31]#[N:32].O. Product: [Cl:1][C:2]1[CH:14]=[C:13]([Cl:15])[C:12]([O:16][C:17]2[N:21]([CH3:22])[N:20]=[C:19]([CH3:23])[C:18]=2/[CH:24]=[N:25]/[O:26][CH2:30][C:31]#[N:32])=[CH:11][C:3]=1[O:4][C@@H:5]([CH3:10])[C:6]([O:8][CH3:9])=[O:7]. The catalyst class is: 9. (5) Reactant: [OH-].[Na+].[Cl:3][C:4]1[CH:5]=[C:6]([C:14]2[O:18][N:17]=[C:16]([C:19]3[CH:20]=[CH:21][CH:22]=[C:23]4[C:27]=3[NH:26][CH:25]=[C:24]4[CH2:28][CH2:29][C:30]([O:32]CC)=[O:31])[N:15]=2)[CH:7]=[N:8][C:9]=1[O:10][CH:11]([CH3:13])[CH3:12].Cl. Product: [Cl:3][C:4]1[CH:5]=[C:6]([C:14]2[O:18][N:17]=[C:16]([C:19]3[CH:20]=[CH:21][CH:22]=[C:23]4[C:27]=3[NH:26][CH:25]=[C:24]4[CH2:28][CH2:29][C:30]([OH:32])=[O:31])[N:15]=2)[CH:7]=[N:8][C:9]=1[O:10][CH:11]([CH3:13])[CH3:12]. The catalyst class is: 378. (6) Reactant: [Br:1][C:2]1[C:7]2=[N:8][C:9]([C:12]([OH:14])=O)=[CH:10][N:11]=[C:6]2[CH:5]=[N:4][CH:3]=1.[NH2:15][C:16]1([C:19]#[N:20])[CH2:18][CH2:17]1.C(N(CC)CC)C.F[P-](F)(F)(F)(F)F.N1(OC(N(C)C)=[N+](C)C)C2N=CC=CC=2N=N1. Product: [Br:1][C:2]1[C:7]2=[N:8][C:9]([C:12]([NH:15][C:16]3([C:19]#[N:20])[CH2:18][CH2:17]3)=[O:14])=[CH:10][N:11]=[C:6]2[CH:5]=[N:4][CH:3]=1. The catalyst class is: 9. (7) Reactant: Cl[C:2]1[N:7]2[N:8]=[CH:9][N:10]=[C:6]2[C:5]2[CH:11]=[C:12]([Cl:15])[CH:13]=[N:14][C:4]=2[N:3]=1.[CH3:16][N:17]1[CH2:22][CH2:21][NH:20][CH2:19][CH2:18]1. Product: [Cl:15][C:12]1[CH:13]=[N:14][C:4]2[N:3]=[C:2]([N:20]3[CH2:21][CH2:22][N:17]([CH3:16])[CH2:18][CH2:19]3)[N:7]3[N:8]=[CH:9][N:10]=[C:6]3[C:5]=2[CH:11]=1. The catalyst class is: 3.